From a dataset of Buchwald-Hartwig C-N cross coupling reaction yields with 55,370 reactions. Predict the reaction yield, written as a fraction of the theoretical maximum amount of product (1.0 means a 100% yield; for example, 0.34 means a 34% yield). (1) The reactants are Ic1ccccn1.Cc1ccc(N)cc1.O=S(=O)(O[Pd]1c2ccccc2-c2ccccc2N~1)C(F)(F)F.CC(C)c1cc(C(C)C)c(-c2ccccc2P(C2CCCCC2)C2CCCCC2)c(C(C)C)c1.CN1CCCN2CCCN=C12.Cc1cc(C)on1. The yield is 0.584. No catalyst specified. The product is Cc1ccc(Nc2ccccn2)cc1. (2) The reactants are Clc1cccnc1.Cc1ccc(N)cc1.O=S(=O)(O[Pd]1c2ccccc2-c2ccccc2N~1)C(F)(F)F.COc1ccc(OC)c(P([C@]23C[C@H]4C[C@H](C[C@H](C4)C2)C3)[C@]23C[C@H]4C[C@H](C[C@H](C4)C2)C3)c1-c1c(C(C)C)cc(C(C)C)cc1C(C)C.CN1CCCN2CCCN=C12.COC(=O)c1cc(-c2ccco2)on1. No catalyst specified. The product is Cc1ccc(Nc2cccnc2)cc1. The yield is 0.0157. (3) The reactants are FC(F)(F)c1ccc(I)cc1.Cc1ccc(N)cc1.O=S(=O)(O[Pd]1c2ccccc2-c2ccccc2N~1)C(F)(F)F.COc1ccc(OC)c(P(C(C)(C)C)C(C)(C)C)c1-c1c(C(C)C)cc(C(C)C)cc1C(C)C.CN(C)C(=NC(C)(C)C)N(C)C.CCOC(=O)c1ccon1. No catalyst specified. The product is Cc1ccc(Nc2ccc(C(F)(F)F)cc2)cc1. The yield is 0.356. (4) The reactants are CCc1ccc(Br)cc1.Cc1ccc(N)cc1.O=S(=O)(O[Pd]1c2ccccc2-c2ccccc2N~1)C(F)(F)F.CC(C)c1cc(C(C)C)c(-c2ccccc2P(C(C)(C)C)C(C)(C)C)c(C(C)C)c1.CN1CCCN2CCCN=C12.COC(=O)c1cc(-c2cccs2)on1. No catalyst specified. The product is CCc1ccc(Nc2ccc(C)cc2)cc1. The yield is 0.696. (5) The reactants are Brc1cccnc1.Cc1ccc(N)cc1.O=S(=O)(O[Pd]1c2ccccc2-c2ccccc2N~1)C(F)(F)F.CC(C)c1cc(C(C)C)c(-c2ccccc2P(C2CCCCC2)C2CCCCC2)c(C(C)C)c1.CN1CCCN2CCCN=C12.CCOC(=O)c1cnoc1. No catalyst specified. The product is Cc1ccc(Nc2cccnc2)cc1. The yield is 0.125. (6) The reactants are Brc1cccnc1.Cc1ccc(N)cc1.O=S(=O)(O[Pd]1c2ccccc2-c2ccccc2N~1)C(F)(F)F.CC(C)c1cc(C(C)C)c(-c2ccccc2P(C2CCCCC2)C2CCCCC2)c(C(C)C)c1.CN1CCCN2CCCN=C12.CCOC(=O)c1cnoc1C. No catalyst specified. The product is Cc1ccc(Nc2cccnc2)cc1. The yield is 0.188.